Dataset: Orexin1 receptor HTS with 218,158 compounds and 233 confirmed actives. Task: Binary Classification. Given a drug SMILES string, predict its activity (active/inactive) in a high-throughput screening assay against a specified biological target. (1) The compound is FC(F)Oc1c(cc([N+]([O-])=O)cc1)/C=C\C(=O)Nc1cc([N+]([O-])=O)ccc1. The result is 0 (inactive). (2) The result is 0 (inactive). The molecule is Clc1c(NC(=S)N\N=C\c2cc(Cl)c(Cl)cc2)cccc1. (3) The compound is O(CC(=O)N1CCN(CC1)c1c(O)cccc1)c1cc2c(cc1)cccc2. The result is 0 (inactive). (4) The molecule is ClCC(=O)N(C(C(=O)NC1CCCCC1)c1ccc(OC)cc1)c1ccc(Cl)cc1. The result is 0 (inactive). (5) The drug is Fc1ccc(C(=O)Nc2c(oc3c2cccc3)C(=O)N2CCC(N(CCCOCC)C)CC2)cc1. The result is 0 (inactive). (6) The molecule is O1C2(OCC1)CCN(CC2)c1n2nc(cc2nc(c1)c1ccccc1)c1ccc(OC)cc1. The result is 1 (active). (7) The molecule is S(=O)(=O)(Nc1ccc(N\N=C2\C=CC(=O)C=C2)cc1)c1ccc(cc1)C. The result is 0 (inactive). (8) The compound is Fc1cc(N\2Cc3c(C2=N\C(=O)c2cccnc2)cccc3)ccc1F. The result is 0 (inactive).